Task: Binary Classification. Given a drug SMILES string, predict its activity (active/inactive) in a high-throughput screening assay against a specified biological target.. Dataset: M1 muscarinic receptor antagonist screen with 61,756 compounds (1) The molecule is OCCNc1n(c2c(n1)cccc2)c1ccccc1. The result is 0 (inactive). (2) The drug is O=C1CC(CC(Nc2cc(c(cc2)C)C)=C1)(C)C. The result is 0 (inactive). (3) The molecule is O=C(NCCN1C(CCCC1)C)c1n(c2c(c1)c(=O)n(c1c2cccc1)C)C. The result is 1 (active). (4) The result is 0 (inactive). The molecule is o1c(CN(Cc2cc3c([nH]c2=O)cc(c(c3)C)C)C(=O)NCc2ccccc2)ccc1. (5) The molecule is O1c2cc(c3nc4c(c(c3)C(OC)=O)cccc4)ccc2OC1. The result is 0 (inactive).